This data is from Catalyst prediction with 721,799 reactions and 888 catalyst types from USPTO. The task is: Predict which catalyst facilitates the given reaction. (1) Reactant: C(OC(=O)[NH:7][CH:8]([CH2:20][C:21]1[CH:26]=[CH:25][CH:24]=[CH:23][CH:22]=1)[CH:9]=[CH:10][C:11](=[O:19])[NH:12][CH2:13][CH2:14][CH2:15][N:16]([CH3:18])[CH3:17])(C)(C)C.Cl. Product: [CH3:18][N:16]([CH3:17])[CH2:15][CH2:14][CH2:13][NH:12][C:11](=[O:19])[CH:10]=[CH:9][CH:8]([NH2:7])[CH2:20][C:21]1[CH:26]=[CH:25][CH:24]=[CH:23][CH:22]=1. The catalyst class is: 12. (2) Reactant: [Cl:1][C:2]1[CH:3]=[CH:4][C:5]([C@@:8]([NH:38][C:39](=[O:51])[C:40]2[CH:45]=[CH:44][C:43]([F:46])=[C:42]([C:47]([F:50])([F:49])[F:48])[CH:41]=2)([C:24]2[CH:29]=[C:28]([O:30][C:31]([F:36])([F:35])[CH:32]([F:34])[F:33])[CH:27]=[C:26]([F:37])[CH:25]=2)[CH2:9][C:10]2[CH:15]=[CH:14][C:13]([CH2:16][CH2:17][CH2:18][C:19]([O:21]CC)=[O:20])=[CH:12][CH:11]=2)=[N:6][CH:7]=1.[Li+].[OH-]. Product: [Cl:1][C:2]1[CH:3]=[CH:4][C:5]([C@@:8]([NH:38][C:39](=[O:51])[C:40]2[CH:45]=[CH:44][C:43]([F:46])=[C:42]([C:47]([F:50])([F:48])[F:49])[CH:41]=2)([C:24]2[CH:29]=[C:28]([O:30][C:31]([F:36])([F:35])[CH:32]([F:33])[F:34])[CH:27]=[C:26]([F:37])[CH:25]=2)[CH2:9][C:10]2[CH:11]=[CH:12][C:13]([CH2:16][CH2:17][CH2:18][C:19]([OH:21])=[O:20])=[CH:14][CH:15]=2)=[N:6][CH:7]=1. The catalyst class is: 295. (3) Reactant: [CH3:1][C:2]([C:4]1[CH:9]=[CH:8][C:7](Cl)=[CH:6][CH:5]=1)=[O:3].[C:11]1(B(O)O)[CH:16]=[CH:15][CH:14]=[CH:13][CH:12]=1.[F-].[Cs+].C1(C)C=CC=CC=1. Product: [CH3:1][C:2]([C:4]1[CH:9]=[CH:8][C:7]([C:11]2[CH:16]=[CH:15][CH:14]=[CH:13][CH:12]=2)=[CH:6][CH:5]=1)=[O:3]. The catalyst class is: 6. (4) Product: [CH2:8]([O:10][C:11]([C:13]1[NH:14][C:15]2[C:20]([CH:21]=1)=[C:19]([O:22][C:23]1[CH:24]=[CH:25][C:26]([CH3:29])=[CH:27][CH:28]=1)[CH:18]=[CH:17][CH:16]=2)=[O:12])[CH3:9]. The catalyst class is: 483. Reactant: N(OC(C)(C)C)=O.[CH2:8]([O:10][C:11]([C:13]1[NH:14][C:15]2[C:20]([CH:21]=1)=[C:19]([O:22][C:23]1[CH:28]=[CH:27][C:26]([CH3:29])=[CH:25][C:24]=1N)[CH:18]=[CH:17][CH:16]=2)=[O:12])[CH3:9]. (5) Product: [CH3:30][S:31]([NH:1][C:2]1[CH:7]=[CH:6][C:5]([CH2:8][CH2:9][C:10]2[C:14]3[C:15](=[O:29])[N:16]([C:23]4[CH:24]=[CH:25][CH:26]=[CH:27][CH:28]=4)[C:17]4[N:18]=[CH:19][CH:20]=[CH:21][C:22]=4[C:13]=3[NH:12][N:11]=2)=[CH:4][CH:3]=1)(=[O:33])=[O:32]. The catalyst class is: 17. Reactant: [NH2:1][C:2]1[CH:7]=[CH:6][C:5]([CH2:8][CH2:9][C:10]2[C:14]3[C:15](=[O:29])[N:16]([C:23]4[CH:28]=[CH:27][CH:26]=[CH:25][CH:24]=4)[C:17]4[N:18]=[CH:19][CH:20]=[CH:21][C:22]=4[C:13]=3[NH:12][N:11]=2)=[CH:4][CH:3]=1.[CH3:30][S:31](Cl)(=[O:33])=[O:32].O.